Dataset: Reaction yield outcomes from USPTO patents with 853,638 reactions. Task: Predict the reaction yield, written as a fraction of the theoretical maximum amount of product (1.0 means a 100% yield; for example, 0.34 means a 34% yield). (1) The reactants are C([C@@:3]1([C:22]([OH:24])=[O:23])[CH2:8][CH2:7][CH2:6][CH2:5][C@H:4]1[O:9][CH2:10][CH2:11][C:12]1[CH:17]=[CH:16][C:15]([O:18][CH3:19])=[C:14]([O:20][CH3:21])[CH:13]=1)C.[OH-].[Na+]. The catalyst is CCO. The product is [CH3:21][O:20][C:14]1[CH:13]=[C:12]([CH:17]=[CH:16][C:15]=1[O:18][CH3:19])[CH2:11][CH2:10][O:9][C@@H:4]1[CH2:5][CH2:6][CH2:7][CH2:8][C@H:3]1[C:22]([OH:24])=[O:23]. The yield is 0.740. (2) The reactants are [F:1][C:2]1[CH:19]=[CH:18][C:5]([CH2:6][CH:7]2[CH2:12][CH2:11][N:10]([C:13](=[O:17])[C:14]([OH:16])=O)[CH2:9][CH2:8]2)=[CH:4][CH:3]=1.C(N(CC)CC)C.[NH2:27][C:28]1[CH:29]=[C:30]2[C:34](=[CH:35][CH:36]=1)[NH:33][C:32](=[O:37])[CH2:31]2.CN(C(ON1N=NC2C=CC=CC1=2)=[N+](C)C)C.F[P-](F)(F)(F)(F)F. The catalyst is CN(C)C=O. The product is [F:1][C:2]1[CH:3]=[CH:4][C:5]([CH2:6][CH:7]2[CH2:8][CH2:9][N:10]([C:13](=[O:17])[C:14]([NH:27][C:28]3[CH:29]=[C:30]4[C:34](=[CH:35][CH:36]=3)[NH:33][C:32](=[O:37])[CH2:31]4)=[O:16])[CH2:11][CH2:12]2)=[CH:18][CH:19]=1. The yield is 0.680. (3) The reactants are C(NC(C)C)(C)C.[C:8](=[O:10])=O.C([Li])CCC.F[C:17]1[CH:22]=[CH:21][CH:20]=[C:19]([F:23])[N:18]=1.[CH:24]1([CH2:27][N:28]([CH2:31][CH:32]2[CH2:34][CH2:33]2)C=O)[CH2:26][CH2:25]1. The catalyst is CCOCC.CC(C)=O. The product is [CH:24]1([CH2:27][N:28]([CH2:31][CH:32]2[CH2:34][CH2:33]2)[C:17]2[C:22]([CH:8]=[O:10])=[CH:21][CH:20]=[C:19]([F:23])[N:18]=2)[CH2:26][CH2:25]1. The yield is 0.103. (4) The catalyst is C(O)C.Cl. The product is [F:1][C:2]([F:12])([F:11])[C:3]1[CH:8]=[C:7]2[C:6](=[CH:5][CH:4]=1)[NH:9][CH:18]1[CH:13]2[CH2:14][CH2:15][CH2:16][CH2:17]1. The reactants are [F:1][C:2]([F:12])([F:11])[C:3]1[CH:8]=[CH:7][C:6]([NH:9]N)=[CH:5][CH:4]=1.[C:13]1(=O)[CH2:18][CH2:17][CH2:16][CH2:15][CH2:14]1. The yield is 0.940. (5) The reactants are [BH4-].[Na+].[C:3]([O:7][C:8]([NH:10][C@H:11]1[CH2:16][CH2:15][C@H:14]([CH:17]2[CH2:30][C:29]3[C:28]4[C:23](=[CH:24][CH:25]=[C:26]([O:31][CH3:32])[CH:27]=4)[N:22]=[CH:21][C:20]=3[O:19][CH:18]2[O:33]C(=O)C)[CH2:13][CH2:12]1)=[O:9])([CH3:6])([CH3:5])[CH3:4].Cl.ClCCl. The catalyst is C(O)C.CO. The product is [C:3]([O:7][C:8](=[O:9])[NH:10][C@H:11]1[CH2:12][CH2:13][C@H:14]([CH:17]([CH2:30][C:29]2[C:28]3[C:23](=[CH:24][CH:25]=[C:26]([O:31][CH3:32])[CH:27]=3)[N:22]=[CH:21][C:20]=2[OH:19])[CH2:18][OH:33])[CH2:15][CH2:16]1)([CH3:6])([CH3:4])[CH3:5]. The yield is 0.650. (6) The reactants are [O:1]=[C:2]1[CH2:7][CH2:6][CH:5]([CH2:8][NH:9][C:10](=[O:16])OC(C)(C)C)[CH2:4][CH2:3]1.FC(F)(F)C(O)=O.[C:24]([C:26]1[CH:27]=[C:28]([CH:44]([CH3:46])[CH3:45])[C:29]2[O:33][C:32]([C:34]3[CH:42]=[CH:41][C:37](C(O)=O)=[CH:36][CH:35]=3)=[N:31][C:30]=2[CH:43]=1)#[N:25].CN(C(ON1N=NC2C1=CC=CC=2)=[N+](C)C)C.F[P-](F)(F)(F)(F)F.ON1C2C=CC=CC=2N=N1.C(N(C(C)C)CC)(C)C. The catalyst is ClCCl. The product is [C:24]([C:26]1[CH:27]=[C:28]([CH:44]([CH3:46])[CH3:45])[C:29]2[O:33][C:32]([C:34]3[CH:42]=[CH:41][C:37]([C:10]([NH:9][CH2:8][CH:5]4[CH2:4][CH2:3][C:2](=[O:1])[CH2:7][CH2:6]4)=[O:16])=[CH:36][CH:35]=3)=[N:31][C:30]=2[CH:43]=1)#[N:25]. The yield is 0.664. (7) The reactants are Br[C:2]1[CH:7]=[CH:6][C:5]([C@H:8]2[N:11]([C:12]3[CH:17]=[CH:16][CH:15]=[CH:14][CH:13]=3)[C:10](=[O:18])[C@@H:9]2[CH2:19][CH2:20][C@@H:21]([C:23]2[CH:28]=[CH:27][C:26]([F:29])=[CH:25][CH:24]=2)[OH:22])=[CH:4][CH:3]=1.[B:30]1([B:30]2[O:34][C:33]([CH3:36])([CH3:35])[C:32]([CH3:38])([CH3:37])[O:31]2)[O:34][C:33]([CH3:36])([CH3:35])[C:32]([CH3:38])([CH3:37])[O:31]1.C([O-])(=O)C.[K+]. The catalyst is CS(C)=O.C1C=CC([PH+]([C]2[CH][CH][CH][CH]2)C2C=CC=CC=2)=CC=1.C1C=CC([PH+]([C]2[CH][CH][CH][CH]2)C2C=CC=CC=2)=CC=1.C(Cl)Cl.Cl[Pd]Cl.[Fe]. The product is [F:29][C:26]1[CH:27]=[CH:28][C:23]([C@@H:21]([OH:22])[CH2:20][CH2:19][C@@H:9]2[C@@H:8]([C:5]3[CH:6]=[CH:7][C:2]([B:30]4[O:34][C:33]([CH3:36])([CH3:35])[C:32]([CH3:38])([CH3:37])[O:31]4)=[CH:3][CH:4]=3)[N:11]([C:12]3[CH:17]=[CH:16][CH:15]=[CH:14][CH:13]=3)[C:10]2=[O:18])=[CH:24][CH:25]=1. The yield is 0.850. (8) The reactants are C([Li])CCC.[CH2:6]([C:8]1[CH:13]=[CH:12][C:11]([O:14][CH3:15])=[CH:10][CH:9]=1)[CH3:7].CN(C)CCN(C)C.[C:24](=[O:26])=[O:25].[OH-].[Na+]. The catalyst is C(OCC)C. The product is [CH2:6]([C:8]1[CH:9]=[CH:10][C:11]([O:14][CH3:15])=[C:12]([CH:13]=1)[C:24]([OH:26])=[O:25])[CH3:7]. The yield is 0.370. (9) The reactants are N[C:2]1[CH:30]=[CH:29][C:28](OC(F)(F)F)=[CH:27][C:3]=1[C:4](NCC(N[C@@H]1CCN(CC2C3C(=CC(C)=CC=3)NC=2)C1)=O)=[O:5].C(O)C. The catalyst is CCCCCC. The product is [CH2:4]([OH:5])[CH3:3].[CH3:29][CH2:30][CH2:2][CH2:3][CH2:27][CH3:28]. The yield is 0.470. (10) The catalyst is CN(C=O)C. The yield is 0.348. The reactants are [Cl:1][C:2]1[CH:7]=[CH:6][N:5]=[C:4]2[N:8]([CH2:14][CH:15]3[CH2:19][CH2:18][O:17][CH2:16]3)[CH:9]=[C:10]([C:11]([OH:13])=O)[C:3]=12.CN(C(N(C)C)=[N+]1C2C(=NC=CC=2)N=N1)C.Cl.[F:37][C:38]1([F:46])[CH2:43][CH2:42][CH:41]([CH2:44][NH2:45])[CH2:40][CH2:39]1. The product is [F:37][C:38]1([F:46])[CH2:43][CH2:42][CH:41]([CH2:44][NH:45][C:11]([C:10]2[C:3]3[C:4](=[N:5][CH:6]=[CH:7][C:2]=3[Cl:1])[N:8]([CH2:14][CH:15]3[CH2:19][CH2:18][O:17][CH2:16]3)[CH:9]=2)=[O:13])[CH2:40][CH2:39]1.